Dataset: Peptide-MHC class I binding affinity with 185,985 pairs from IEDB/IMGT. Task: Regression. Given a peptide amino acid sequence and an MHC pseudo amino acid sequence, predict their binding affinity value. This is MHC class I binding data. (1) The peptide sequence is LVTARQKLK. The MHC is HLA-B39:01 with pseudo-sequence HLA-B39:01. The binding affinity (normalized) is 0.0847. (2) The peptide sequence is MEQRVMATL. The MHC is HLA-A24:03 with pseudo-sequence HLA-A24:03. The binding affinity (normalized) is 0.385. (3) The peptide sequence is EMVMCGGSLY. The MHC is HLA-A29:02 with pseudo-sequence HLA-A29:02. The binding affinity (normalized) is 0.757. (4) The peptide sequence is THYSGNIVH. The MHC is HLA-B57:01 with pseudo-sequence HLA-B57:01. The binding affinity (normalized) is 0.0847. (5) The peptide sequence is HSNLNDTTY. The MHC is HLA-A01:01 with pseudo-sequence HLA-A01:01. The binding affinity (normalized) is 0.550. (6) The peptide sequence is MEDCPNEGV. The MHC is HLA-A02:11 with pseudo-sequence HLA-A02:11. The binding affinity (normalized) is 0.569. (7) The peptide sequence is MEMRRCLLQSL. The MHC is HLA-B18:01 with pseudo-sequence HLA-B18:01. The binding affinity (normalized) is 0.786. (8) The peptide sequence is EMIWDPNGW. The binding affinity (normalized) is 0.0847. The MHC is HLA-B07:02 with pseudo-sequence HLA-B07:02. (9) The peptide sequence is TVLGLGLSLK. The MHC is HLA-B51:01 with pseudo-sequence HLA-B51:01. The binding affinity (normalized) is 0. (10) The peptide sequence is YSLEYFQFVKK. The MHC is HLA-B35:01 with pseudo-sequence HLA-B35:01. The binding affinity (normalized) is 0.0847.